The task is: Predict the reaction yield, written as a fraction of the theoretical maximum amount of product (1.0 means a 100% yield; for example, 0.34 means a 34% yield).. This data is from Reaction yield outcomes from USPTO patents with 853,638 reactions. The reactants are C([O:8][C:9]1[C:14]([O:15][CH3:16])=[CH:13][C:12]([C:17]2[CH:18]=[CH:19][C:20]([N:23]3[CH2:29][CH2:28][CH2:27][N:26]([C:30]4[CH:35]=[CH:34][C:33]([C:36]5[CH:41]=[C:40]([O:42][CH3:43])[C:39]([O:44]CC6C=CC=CC=6)=[C:38]([O:52][CH3:53])[CH:37]=5)=[CH:32][N:31]=4)[CH2:25][CH2:24]3)=[N:21][CH:22]=2)=[CH:11][C:10]=1[O:54][CH3:55])C1C=CC=CC=1.C([O-])=O.[NH4+]. The catalyst is CO.[Pd]. The product is [OH:8][C:9]1[C:14]([O:15][CH3:16])=[CH:13][C:12]([C:17]2[CH:18]=[CH:19][C:20]([N:23]3[CH2:29][CH2:28][CH2:27][N:26]([C:30]4[CH:35]=[CH:34][C:33]([C:36]5[CH:41]=[C:40]([O:42][CH3:43])[C:39]([OH:44])=[C:38]([O:52][CH3:53])[CH:37]=5)=[CH:32][N:31]=4)[CH2:25][CH2:24]3)=[N:21][CH:22]=2)=[CH:11][C:10]=1[O:54][CH3:55]. The yield is 0.850.